From a dataset of Reaction yield outcomes from USPTO patents with 853,638 reactions. Predict the reaction yield, written as a fraction of the theoretical maximum amount of product (1.0 means a 100% yield; for example, 0.34 means a 34% yield). The yield is 0.930. The catalyst is CC(C)=O. The product is [CH2:1]([O:3][C:4](=[O:13])[C:5]1[CH:10]=[CH:9][C:8]([O:11][CH2:39][CH2:40][O:35][CH3:32])=[C:7]([O:12][CH2:18][CH2:17][O:16][CH3:14])[CH:6]=1)[CH3:2]. The reactants are [CH2:1]([O:3][C:4](=[O:13])[C:5]1[CH:10]=[CH:9][C:8]([OH:11])=[C:7]([OH:12])[CH:6]=1)[CH3:2].[CH2:14]([O:16][C:17](=O)[C:18]1C=C(N2CCCCC2)C=CC=1N)C.[C:32](=[O:35])([O-])[O-].[K+].[K+].N1CCC[CH2:40][CH2:39]1.